The task is: Predict the product of the given reaction.. This data is from Forward reaction prediction with 1.9M reactions from USPTO patents (1976-2016). (1) Given the reactants C([O:8][C:9]1[CH:14]=[CH:13][C:12]([C:15]([OH:26])([C:20]2[CH:25]=[CH:24][CH:23]=[CH:22][CH:21]=2)[C:16]([O:18][CH3:19])=[O:17])=[CH:11][CH:10]=1)C1C=CC=CC=1.[H][H], predict the reaction product. The product is: [OH:26][C:15]([C:12]1[CH:13]=[CH:14][C:9]([OH:8])=[CH:10][CH:11]=1)([C:20]1[CH:25]=[CH:24][CH:23]=[CH:22][CH:21]=1)[C:16]([O:18][CH3:19])=[O:17]. (2) The product is: [F:49][C:31]([F:30])([F:50])[C:32]([NH:34][CH2:35][C:36]1[CH:41]=[CH:40][C:39]([F:42])=[C:38]([CH:43]2[CH2:48][CH2:47][N:46]([C:15]([C:7]3[C:8]4[C:9](=[C:10]([CH3:14])[N:11]=[CH:12][CH:13]=4)[N:5]([CH2:4][CH2:3][O:2][CH3:1])[CH:6]=3)=[O:17])[CH2:45][CH2:44]2)[CH:37]=1)=[O:33]. Given the reactants [CH3:1][O:2][CH2:3][CH2:4][N:5]1[C:9]2=[C:10]([CH3:14])[N:11]=[CH:12][CH:13]=[C:8]2[C:7]([C:15]([OH:17])=O)=[CH:6]1.C(C1NC=CN=1)(C1NC=CN=1)=O.[F:30][C:31]([F:50])([F:49])[C:32]([NH:34][CH2:35][C:36]1[CH:41]=[CH:40][C:39]([F:42])=[C:38]([CH:43]2[CH2:48][CH2:47][NH:46][CH2:45][CH2:44]2)[CH:37]=1)=[O:33], predict the reaction product. (3) The product is: [N+:14]([C:11]1[CH:12]=[CH:13][C:8]([C:7]2[NH:17][C:3](=[O:2])[O:5][N:6]=2)=[CH:9][CH:10]=1)([O-:16])=[O:15]. Given the reactants C[O:2][C:3]([O:5][NH:6][C:7](=[NH:17])[C:8]1[CH:13]=[CH:12][C:11]([N+:14]([O-:16])=[O:15])=[CH:10][CH:9]=1)=O.Cl, predict the reaction product. (4) Given the reactants [NH2:1][C:2]1[CH:3]=[C:4]([CH:7]=[CH:8][N:9]=1)[C:5]#[N:6].[Cl:10][CH2:11][C:12]([CH2:14]Cl)=O, predict the reaction product. The product is: [ClH:10].[Cl:10][CH2:11][C:12]1[N:1]=[C:2]2[CH:3]=[C:4]([C:5]#[N:6])[CH:7]=[CH:8][N:9]2[CH:14]=1. (5) Given the reactants [OH:1][CH2:2][CH2:3][C:4]1[CH:9]=[CH:8][CH:7]=[CH:6][C:5]=1[CH2:10][CH2:11][OH:12].C(N(CC)CC)C.[CH3:20][S:21](Cl)(=[O:23])=[O:22], predict the reaction product. The product is: [OH:1][CH2:2][CH2:3][C:4]1[CH:9]=[CH:8][CH:7]=[CH:6][C:5]=1[CH2:10][CH2:11][O:12][S:21]([CH3:20])(=[O:23])=[O:22].